From a dataset of Full USPTO retrosynthesis dataset with 1.9M reactions from patents (1976-2016). Predict the reactants needed to synthesize the given product. Given the product [CH:23]1[C:24]2[C:28]3[CH:29]=[CH:30][CH:31]=[CH:32][C:27]=3[S:26][C:25]=2[C:20]([C:4]2[CH:3]=[C:2]([B:41]3[O:42][C:43]([CH3:48])([CH3:49])[C:44]([CH3:46])([CH3:47])[O:45]3)[CH:7]=[C:6]([C:8]3[CH:13]=[CH:12][C:11]([C:14]4[CH:19]=[CH:18][CH:17]=[CH:16][CH:15]=4)=[CH:10][CH:9]=3)[CH:5]=2)=[CH:21][CH:22]=1, predict the reactants needed to synthesize it. The reactants are: Cl[C:2]1[CH:3]=[C:4]([C:20]2[C:25]3[S:26][C:27]4[CH:32]=[CH:31][CH:30]=[CH:29][C:28]=4[C:24]=3[CH:23]=[CH:22][CH:21]=2)[CH:5]=[C:6]([C:8]2[CH:13]=[CH:12][C:11]([C:14]3[CH:19]=[CH:18][CH:17]=[CH:16][CH:15]=3)=[CH:10][CH:9]=2)[CH:7]=1.[CH3:48][C:43]1([CH3:49])[C:44]([CH3:47])([CH3:46])[O:45][B:41]([B:41]2[O:45][C:44]([CH3:47])([CH3:46])[C:43]([CH3:49])([CH3:48])[O:42]2)[O:42]1.C([O-])(=O)C.[K+].COC1C=CC=C(OC)C=1C1C=CC=CC=1P(C1CCCCC1)C1CCCCC1.